From a dataset of Catalyst prediction with 721,799 reactions and 888 catalyst types from USPTO. Predict which catalyst facilitates the given reaction. (1) Reactant: [NH2:1][CH2:2][CH2:3][C:4]1[CH:9]=[CH:8][C:7]([C:10]2[CH:15]=[CH:14][C:13]([CH:16]([CH3:25])[CH2:17][NH:18][S:19]([CH:22]([CH3:24])[CH3:23])(=[O:21])=[O:20])=[CH:12][CH:11]=2)=[CH:6][CH:5]=1.C(N(CC)CC)C.[CH3:33][S:34](Cl)(=[O:36])=[O:35].C(OCC)(=O)C.CCCCCC. Product: [CH3:23][CH:22]([S:19]([NH:18][CH2:17][CH:16]([C:13]1[CH:14]=[CH:15][C:10]([C:7]2[CH:6]=[CH:5][C:4]([CH2:3][CH2:2][NH:1][S:34]([CH3:33])(=[O:36])=[O:35])=[CH:9][CH:8]=2)=[CH:11][CH:12]=1)[CH3:25])(=[O:21])=[O:20])[CH3:24]. The catalyst class is: 4. (2) Reactant: Br[C:2]1[CH:16]=[CH:15][CH:14]=[CH:13][C:3]=1[CH2:4][NH:5][C:6]([NH:8][CH2:9][C:10]([OH:12])=O)=[O:7].[CH2:17]([O:21][CH2:22][CH2:23][CH2:24][CH2:25][CH2:26][CH2:27][N:28]1[CH2:32][C@@H:31]([C:33]2[CH:44]=[CH:43][C:36]3[O:37][C:38]([CH3:42])([CH3:41])[O:39][CH2:40][C:35]=3[CH:34]=2)[O:30][C:29]1=[O:45])[CH2:18][C:19]#[CH:20].O.[NH:47]1[CH2:51][CH2:50][CH2:49][CH2:48]1. Product: [CH3:42][C:38]1([CH3:41])[O:39][CH2:40][C:35]2[CH:34]=[C:33]([CH:31]3[O:30][C:29](=[O:45])[N:28]([CH2:27][CH2:26][CH2:25][CH2:24][CH2:23][CH2:22][O:21][CH2:17][CH2:18][CH2:19][CH2:20][C:2]4[CH:16]=[CH:15][CH:14]=[CH:13][C:3]=4[CH2:4][NH:5][C:6]([NH:8][CH2:9][C:10](=[O:12])[N:47]4[CH2:51][CH2:50][CH2:49][CH2:48]4)=[O:7])[CH2:32]3)[CH:44]=[CH:43][C:36]=2[O:37]1. The catalyst class is: 73. (3) Product: [N:1]1[CH:6]=[CH:5][CH:4]=[CH:3][C:2]=1[C:7]1[C:11]([O:12][C:13]2[CH:18]=[CH:17][N:16]=[C:15]([NH:19][C:20]3[CH:21]=[CH:22][C:23]([C:26]([OH:29])([CH3:27])[CH3:28])=[N:24][CH:25]=3)[CH:14]=2)=[CH:10][NH:9][N:8]=1. The catalyst class is: 55. Reactant: [N:1]1[CH:6]=[CH:5][CH:4]=[CH:3][C:2]=1[C:7]1[C:11]([O:12][C:13]2[CH:18]=[CH:17][N:16]=[C:15]([NH:19][C:20]3[CH:21]=[CH:22][C:23]([C:26]([OH:29])([CH3:28])[CH3:27])=[N:24][CH:25]=3)[CH:14]=2)=[CH:10][N:9](COCC[Si](C)(C)C)[N:8]=1.C([SiH](CC)CC)C. (4) Reactant: [CH2:1]([O:8][C:9]([C@:11]1([C:31]2([OH:35])[CH2:34][CH2:33][CH2:32]2)[CH2:15][C@H:14]([N:16]([C:25](=[O:30])[C:26]([F:29])([F:28])[F:27])[C@@H:17]2[C@H:22]([O:23][CH3:24])[CH2:21][O:20][CH2:19][CH2:18]2)[CH:13]=[CH:12]1)=[O:10])[C:2]1[CH:7]=[CH:6][CH:5]=[CH:4][CH:3]=1.C(N(C(C)C)CC)(C)C.[C:45](Cl)(=[O:47])[CH3:46]. The catalyst class is: 166. Product: [C:45]([O:35][C:31]1([C@@:11]2([C:9]([O:8][CH2:1][C:2]3[CH:7]=[CH:6][CH:5]=[CH:4][CH:3]=3)=[O:10])[CH2:15][C@H:14]([N:16]([C:25](=[O:30])[C:26]([F:27])([F:28])[F:29])[C@@H:17]3[C@H:22]([O:23][CH3:24])[CH2:21][O:20][CH2:19][CH2:18]3)[CH:13]=[CH:12]2)[CH2:32][CH2:33][CH2:34]1)(=[O:47])[CH3:46]. (5) Reactant: [F:1][C:2]1[CH:3]=[C:4]([C:12](OC)=[O:13])[C:5]2[O:10][CH2:9][CH2:8][O:7][C:6]=2[CH:11]=1.[H-].[Al+3].[Li+].[H-].[H-].[H-].O.[OH-].[Na+]. Product: [F:1][C:2]1[CH:3]=[C:4]([CH2:12][OH:13])[C:5]2[O:10][CH2:9][CH2:8][O:7][C:6]=2[CH:11]=1. The catalyst class is: 7. (6) The catalyst class is: 48. Product: [Cl:1][C:2]1[CH:7]=[CH:6][CH:5]=[C:4]([F:8])[C:3]=1[NH:9][C:10]1[NH:14][C:13]2[C:15]3[N:24]=[C:28]([CH3:29])[O:23][C:16]=3[C:17]([C:19]([O:21][CH3:22])=[O:20])=[CH:18][C:12]=2[N:11]=1. Reactant: [Cl:1][C:2]1[CH:7]=[CH:6][CH:5]=[C:4]([F:8])[C:3]=1[NH:9][C:10]1[NH:14][C:13]2[C:15]([N+:24]([O-])=O)=[C:16]([OH:23])[C:17]([C:19]([O:21][CH3:22])=[O:20])=[CH:18][C:12]=2[N:11]=1.[In].[C:28](O)(=O)[CH3:29].C(OC)(OC)(OC)C.